Dataset: Full USPTO retrosynthesis dataset with 1.9M reactions from patents (1976-2016). Task: Predict the reactants needed to synthesize the given product. (1) Given the product [C:35]([C:25]1[CH:24]=[C:23]([NH:22][C:20](=[O:21])[NH:19][C:12]2[C:13]3[C:18](=[CH:17][CH:16]=[CH:15][CH:14]=3)[C:9]([O:8][C:6]3[CH:5]=[CH:4][N:3]=[C:2]([NH:1][C:48](=[O:50])[CH3:49])[CH:7]=3)=[CH:10][CH:11]=2)[N:27]([C:28]2[CH:29]=[CH:30][C:31]([CH3:34])=[CH:32][CH:33]=2)[N:26]=1)([CH3:38])([CH3:37])[CH3:36], predict the reactants needed to synthesize it. The reactants are: [NH2:1][C:2]1[CH:7]=[C:6]([O:8][C:9]2[C:18]3[C:13](=[CH:14][CH:15]=[CH:16][CH:17]=3)[C:12]([NH:19][C:20]([NH:22][C:23]3[N:27]([C:28]4[CH:33]=[CH:32][C:31]([CH3:34])=[CH:30][CH:29]=4)[N:26]=[C:25]([C:35]([CH3:38])([CH3:37])[CH3:36])[CH:24]=3)=[O:21])=[CH:11][CH:10]=2)[CH:5]=[CH:4][N:3]=1.CCN(C(C)C)C(C)C.[C:48](Cl)(=[O:50])[CH3:49]. (2) Given the product [Cl:36][C:37]1[CH:42]=[CH:41][C:40]([CH:43]([NH:48][C:9](=[O:11])[CH2:8][C:5]2[CH:4]=[CH:3][C:2]([OH:1])=[CH:7][CH:6]=2)[CH2:44][CH:45]([CH3:47])[CH3:46])=[C:39]([CH3:49])[CH:38]=1, predict the reactants needed to synthesize it. The reactants are: [OH:1][C:2]1[CH:7]=[CH:6][C:5]([CH2:8][C:9]([OH:11])=O)=[CH:4][CH:3]=1.CN(C(ON1N=NC2C=CC=NC1=2)=[N+](C)C)C.F[P-](F)(F)(F)(F)F.[Cl:36][C:37]1[CH:42]=[CH:41][C:40]([CH:43]([NH2:48])[CH2:44][CH:45]([CH3:47])[CH3:46])=[C:39]([CH3:49])[CH:38]=1.CN1CCOCC1. (3) The reactants are: C([Li])(CC)C.C1CCCCC1.[Cl:12][C:13]1[CH:28]=[CH:27][C:16]([O:17][C:18]2[CH:23]=[N:22][CH:21]=[C:20]3[S:24][CH:25]=[CH:26][C:19]=23)=[CH:15][CH:14]=1.[B:29](OCCCC)([O:35]CCCC)[O:30]CCCC. Given the product [Cl:12][C:13]1[CH:28]=[CH:27][C:16]([O:17][C:18]2[CH:23]=[N:22][CH:21]=[C:20]3[S:24][C:25]([B:29]([OH:35])[OH:30])=[CH:26][C:19]=23)=[CH:15][CH:14]=1, predict the reactants needed to synthesize it. (4) Given the product [CH3:15][O:14][C:12]([C:9]1[NH:8][C:7]([N:1]2[CH2:6][CH2:5][N:4]([C:17]([O:19][C:20]([CH3:23])([CH3:22])[CH3:21])=[O:16])[CH2:3][CH2:2]2)=[N:11][N:10]=1)=[O:13], predict the reactants needed to synthesize it. The reactants are: [N:1]1([C:7]2[NH:8][C:9]([C:12]([O:14][CH3:15])=[O:13])=[N:10][N:11]=2)[CH2:6][CH2:5][NH:4][CH2:3][CH2:2]1.[O:16](C(OC(C)(C)C)=O)[C:17]([O:19][C:20]([CH3:23])([CH3:22])[CH3:21])=O.CCN(C(C)C)C(C)C. (5) Given the product [C:1]1([C:7]2[O:8][C:15]3[CH:14]=[CH:13][CH:12]=[CH:11][C:10]=3[C:9]=2[C:17]2[CH:22]=[CH:21][CH:20]=[CH:19][CH:18]=2)[CH:2]=[CH:3][CH:4]=[CH:5][CH:6]=1, predict the reactants needed to synthesize it. The reactants are: [C:1]1([C:7]([CH2:9][C:10]2[CH:15]=[CH:14][CH:13]=[CH:12][CH:11]=2)=[O:8])[CH:6]=[CH:5][CH:4]=[CH:3][CH:2]=1.Br[C:17]1[CH:22]=[CH:21][CH:20]=[CH:19][C:18]=1Br.C1(P(C2C=CC=CC=2)C2C=CC=CC=2)C=CC=CC=1.C(=O)([O-])[O-].[Cs+].[Cs+].